From a dataset of Forward reaction prediction with 1.9M reactions from USPTO patents (1976-2016). Predict the product of the given reaction. (1) Given the reactants [C:1]([NH:9][CH2:10][C@H:11]1[N:16](CC2C=CC=CC=2)[CH2:15][CH2:14][N:13]([C:24]([O:26][C:27]([CH3:30])([CH3:29])[CH3:28])=[O:25])[CH2:12]1)(=[O:8])[C:2]1[CH:7]=[CH:6][CH:5]=[CH:4][CH:3]=1.[H][H], predict the reaction product. The product is: [C:1]([NH:9][CH2:10][C@H:11]1[NH:16][CH2:15][CH2:14][N:13]([C:24]([O:26][C:27]([CH3:30])([CH3:29])[CH3:28])=[O:25])[CH2:12]1)(=[O:8])[C:2]1[CH:3]=[CH:4][CH:5]=[CH:6][CH:7]=1. (2) Given the reactants [NH2:1][C:2](=[N:37][OH:38])[C:3]1[CH:4]=[C:5]([C:9]2[C:18]3[C:13](=[CH:14][C:15]([Cl:20])=[C:16]([CH3:19])[CH:17]=3)[O:12][C:11](=[O:21])[C:10]=2[CH2:22][C:23]([NH:25][C:26]2[CH:31]=[CH:30][C:29]([F:32])=[CH:28][C:27]=2[C:33]([F:36])([F:35])[F:34])=[O:24])[CH:6]=[CH:7][CH:8]=1.[C:39](N1C=CN=C1)(N1C=CN=C1)=[O:40].C1CCN2C(=NCCC2)CC1.Cl, predict the reaction product. The product is: [Cl:20][C:15]1[CH:14]=[C:13]2[C:18]([C:9]([C:5]3[CH:6]=[CH:7][CH:8]=[C:3]([C:2]4[NH:1][C:39](=[O:40])[O:38][N:37]=4)[CH:4]=3)=[C:10]([CH2:22][C:23]([NH:25][C:26]3[CH:31]=[CH:30][C:29]([F:32])=[CH:28][C:27]=3[C:33]([F:36])([F:34])[F:35])=[O:24])[C:11](=[O:21])[O:12]2)=[CH:17][C:16]=1[CH3:19]. (3) Given the reactants Cl.Cl.[F:3][C:4]1[CH:5]=[CH:6][C:7]([C:10]2[CH:11]=[N:12][N:13]([CH2:15][C@@H:16]([NH2:18])[CH3:17])[CH:14]=2)=[N:8][CH:9]=1.[N:19]1[N:20]([C:24]2[CH:32]=[CH:31][CH:30]=[CH:29][C:25]=2[C:26](O)=[O:27])[N:21]=[CH:22][CH:23]=1, predict the reaction product. The product is: [F:3][C:4]1[CH:5]=[CH:6][C:7]([C:10]2[CH:11]=[N:12][N:13]([CH2:15][C@@H:16]([NH:18][C:26](=[O:27])[C:25]3[CH:29]=[CH:30][CH:31]=[CH:32][C:24]=3[N:20]3[N:21]=[CH:22][CH:23]=[N:19]3)[CH3:17])[CH:14]=2)=[N:8][CH:9]=1. (4) Given the reactants [CH3:1][C:2]1[CH2:7][CH2:6][CH2:5][C:4]([CH3:9])([CH3:8])[C:3]=1/[CH:10]=[CH:11]/[C:12](/[CH3:24])=[CH:13]/[CH:14]=[CH:15]/[C:16](/[CH3:23])=[CH:17]/[CH2:18][O:19][C:20]([CH3:22])=[O:21].[C:25](O)(=O)[CH2:26][CH2:27][CH2:28][CH2:29][CH2:30][CH2:31][CH2:32]/[CH:33]=[CH:34]\[CH2:35]/[CH:36]=[CH:37]\[CH2:38][CH2:39][CH2:40]CC, predict the reaction product. The product is: [CH3:25][CH2:26][CH2:27][CH2:28][CH2:29]/[CH:30]=[CH:31]\[CH2:32]/[CH:33]=[CH:34]\[CH2:35][CH2:36][CH2:37][CH2:38][CH2:39][CH2:40][CH2:22][C:20]([O:19][CH2:18]/[CH:17]=[C:16](\[CH:15]=[CH:14]\[CH:13]=[C:12](/[CH:11]=[CH:10]/[C:3]1[C:4]([CH3:8])([CH3:9])[CH2:5][CH2:6][CH2:7][C:2]=1[CH3:1])\[CH3:24])/[CH3:23])=[O:21].